From a dataset of Full USPTO retrosynthesis dataset with 1.9M reactions from patents (1976-2016). Predict the reactants needed to synthesize the given product. (1) Given the product [C:17]([C:16]1[C:15]2[C:10](=[CH:11][C:12]([O:19][CH2:20][CH3:21])=[CH:13][CH:14]=2)[N:9]([CH2:22][CH3:23])[C:8]=1[C:5]1[CH:4]=[CH:3][C:2]([NH:1][C:34]([CH:31]2[CH2:33][CH2:32]2)=[O:35])=[CH:7][CH:6]=1)#[N:18], predict the reactants needed to synthesize it. The reactants are: [NH2:1][C:2]1[CH:7]=[CH:6][C:5]([C:8]2[N:9]([CH2:22][CH3:23])[C:10]3[C:15]([C:16]=2[C:17]#[N:18])=[CH:14][CH:13]=[C:12]([O:19][CH2:20][CH3:21])[CH:11]=3)=[CH:4][CH:3]=1.CCN(CC)CC.[CH:31]1([C:34](Cl)=[O:35])[CH2:33][CH2:32]1.O. (2) Given the product [F:18][C:13]1[CH:12]=[C:11]([C:8]2[CH:9]=[CH:10][C:5]([C:3]([OH:4])=[O:2])=[CH:6][CH:7]=2)[CH:16]=[CH:15][C:14]=1[F:17], predict the reactants needed to synthesize it. The reactants are: C[O:2][C:3]([C:5]1[CH:10]=[CH:9][C:8]([C:11]2[CH:16]=[CH:15][C:14]([F:17])=[C:13]([F:18])[CH:12]=2)=[CH:7][CH:6]=1)=[O:4].[OH-].[Na+]. (3) The reactants are: [CH2:1]([O:3][C:4](=[O:33])[CH:5]([C:9]1[CH:10]=[C:11]([C:23]2[CH:28]=[CH:27][C:26]([C:29]([F:32])([F:31])[F:30])=[CH:25][CH:24]=2)[CH:12]=[C:13]([O:15]CC2C=CC=CC=2)[CH:14]=1)[CH2:6][CH2:7][CH3:8])[CH3:2]. Given the product [CH2:1]([O:3][C:4](=[O:33])[CH:5]([C:9]1[CH:10]=[C:11]([C:23]2[CH:24]=[CH:25][C:26]([C:29]([F:31])([F:30])[F:32])=[CH:27][CH:28]=2)[CH:12]=[C:13]([OH:15])[CH:14]=1)[CH2:6][CH2:7][CH3:8])[CH3:2], predict the reactants needed to synthesize it. (4) Given the product [Br:22][CH2:1][C:2]1[CH:3]=[CH:4][C:5]([C:8]2[CH:13]=[CH:12][CH:11]=[CH:10][C:9]=2[Cl:14])=[CH:6][CH:7]=1, predict the reactants needed to synthesize it. The reactants are: [CH3:1][C:2]1[CH:7]=[CH:6][C:5]([C:8]2[CH:13]=[CH:12][CH:11]=[CH:10][C:9]=2[Cl:14])=[CH:4][CH:3]=1.C1C(=O)N([Br:22])C(=O)C1. (5) Given the product [Cl:12][C:13]1[CH:14]=[C:15]([NH:21][C:22]2[C:31]3[C:26](=[CH:27][C:28]([O:11][CH2:10][CH2:9][CH2:8][N:2]4[CH2:7][CH2:6][O:5][CH2:4][CH2:3]4)=[C:29]([N+:32]([O-:34])=[O:33])[CH:30]=3)[N:25]=[CH:24][N:23]=2)[C:16]([F:20])=[CH:17][C:18]=1[Cl:19], predict the reactants needed to synthesize it. The reactants are: [Na].[N:2]1([CH2:8][CH2:9][CH2:10][OH:11])[CH2:7][CH2:6][O:5][CH2:4][CH2:3]1.[Cl:12][C:13]1[CH:14]=[C:15]([NH:21][C:22]2[C:31]3[C:26](=[CH:27][C:28](F)=[C:29]([N+:32]([O-:34])=[O:33])[CH:30]=3)[N:25]=[CH:24][N:23]=2)[C:16]([F:20])=[CH:17][C:18]=1[Cl:19].